From a dataset of Forward reaction prediction with 1.9M reactions from USPTO patents (1976-2016). Predict the product of the given reaction. (1) Given the reactants Cl.[F:2][C:3]1[CH:4]=[C:5]([CH:33]=[CH:34][C:35]=1[F:36])[C:6]([NH:8][C:9]1[CH:14]=[CH:13][C:12]([NH:15][C:16]2[C:25]3[C:20](=[CH:21][C:22]([O:28][CH2:29][CH2:30][CH2:31]Cl)=[C:23]([O:26][CH3:27])[CH:24]=3)[N:19]=[CH:18][N:17]=2)=[CH:11][N:10]=1)=[O:7].[CH:37]([NH:40][CH2:41][CH2:42][OH:43])([CH3:39])[CH3:38], predict the reaction product. The product is: [F:2][C:3]1[CH:4]=[C:5]([CH:33]=[CH:34][C:35]=1[F:36])[C:6]([NH:8][C:9]1[CH:14]=[CH:13][C:12]([NH:15][C:16]2[C:25]3[C:20](=[CH:21][C:22]([O:28][CH2:29][CH2:30][CH2:31][N:40]([CH2:41][CH2:42][OH:43])[CH:37]([CH3:39])[CH3:38])=[C:23]([O:26][CH3:27])[CH:24]=3)[N:19]=[CH:18][N:17]=2)=[CH:11][N:10]=1)=[O:7]. (2) Given the reactants [Cl:1][C:2]1[CH:3]=[C:4]([NH2:19])[CH:5]=[N:6][C:7]=1[O:8][C:9]1[N:10]=[CH:11][C:12]2[C:17]([CH:18]=1)=[CH:16][CH:15]=[CH:14][CH:13]=2.[F:20][C:21]([F:33])([F:32])[C:22]1[CH:23]=[C:24]([S:28](Cl)(=[O:30])=[O:29])[CH:25]=[CH:26][CH:27]=1, predict the reaction product. The product is: [Cl:1][C:2]1[CH:3]=[C:4]([NH:19][S:28]([C:24]2[CH:25]=[CH:26][CH:27]=[C:22]([C:21]([F:20])([F:32])[F:33])[CH:23]=2)(=[O:30])=[O:29])[CH:5]=[N:6][C:7]=1[O:8][C:9]1[N:10]=[CH:11][C:12]2[C:17]([CH:18]=1)=[CH:16][CH:15]=[CH:14][CH:13]=2. (3) Given the reactants C(OC([NH:8][C@H:9]([C:13]([O:15][CH2:16][CH2:17][N:18]1[CH2:23][CH2:22][N:21]([S:24]([C:27]2[CH:28]=[CH:29][C:30]([O:47][CH2:48][CH3:49])=[C:31]([C:33]3[NH:34][C:35](=[O:46])[C:36]4[N:41]([CH3:42])[CH:40]=[C:39]([CH2:43][CH2:44][CH3:45])[C:37]=4[N:38]=3)[CH:32]=2)(=[O:26])=[O:25])[CH2:20][CH2:19]1)=[O:14])[CH:10]([CH3:12])[CH3:11])=O)(C)(C)C.C(C(O)=O)(F)(F)F.[ClH:57], predict the reaction product. The product is: [ClH:57].[ClH:57].[CH2:48]([O:47][C:30]1[CH:29]=[CH:28][C:27]([S:24]([N:21]2[CH2:22][CH2:23][N:18]([CH2:17][CH2:16][O:15][C:13](=[O:14])[C@H:9]([CH:10]([CH3:11])[CH3:12])[NH2:8])[CH2:19][CH2:20]2)(=[O:26])=[O:25])=[CH:32][C:31]=1[C:33]1[NH:34][C:35](=[O:46])[C:36]2[N:41]([CH3:42])[CH:40]=[C:39]([CH2:43][CH2:44][CH3:45])[C:37]=2[N:38]=1)[CH3:49]. (4) Given the reactants [OH:1][CH:2]([C:6]1[CH:11]=[CH:10][C:9]([C:12]2[N:16]=[C:15]([C:17]3[O:21][N:20]=[C:19]([C:22]4[CH:27]=[CH:26][CH:25]=[CH:24][CH:23]=4)[C:18]=3[C:28]([F:31])([F:30])[F:29])[O:14][N:13]=2)=[CH:8][CH:7]=1)[C:3](O)=[O:4].Cl.[CH3:33][N:34]1[C:38]([CH3:39])=[C:37]([CH2:40][NH2:41])[C:36]([CH3:42])=[N:35]1.CN1CCOCC1.CN(C(ON1N=NC2C=CC=NC1=2)=[N+](C)C)C.F[P-](F)(F)(F)(F)F, predict the reaction product. The product is: [OH:1][CH:2]([C:6]1[CH:7]=[CH:8][C:9]([C:12]2[N:16]=[C:15]([C:17]3[O:21][N:20]=[C:19]([C:22]4[CH:27]=[CH:26][CH:25]=[CH:24][CH:23]=4)[C:18]=3[C:28]([F:29])([F:30])[F:31])[O:14][N:13]=2)=[CH:10][CH:11]=1)[C:3]([NH:41][CH2:40][C:37]1[C:36]([CH3:42])=[N:35][N:34]([CH3:33])[C:38]=1[CH3:39])=[O:4]. (5) The product is: [CH3:43][O:42][C:39]1[CH:38]=[CH:37][C:36]([CH2:35][N:8]([CH2:7][C:6]2[CH:5]=[CH:4][C:3]([O:2][CH3:1])=[CH:45][CH:44]=2)[C:9]2[N:14]=[C:13]([CH3:15])[N:12]=[C:11]([C:16]3[CH:17]=[C:18]([CH:32]([OH:34])[CH3:33])[CH:19]=[N:20][C:21]=3[NH:22][C:23]3[CH:24]=[N:25][C:26]([O:30][CH3:31])=[C:27]([F:29])[CH:28]=3)[N:10]=2)=[CH:41][CH:40]=1. Given the reactants [CH3:1][O:2][C:3]1[CH:45]=[CH:44][C:6]([CH2:7][N:8]([CH2:35][C:36]2[CH:41]=[CH:40][C:39]([O:42][CH3:43])=[CH:38][CH:37]=2)[C:9]2[N:14]=[C:13]([CH3:15])[N:12]=[C:11]([C:16]3[CH:17]=[C:18]([C:32](=[O:34])[CH3:33])[CH:19]=[N:20][C:21]=3[NH:22][C:23]3[CH:24]=[N:25][C:26]([O:30][CH3:31])=[C:27]([F:29])[CH:28]=3)[N:10]=2)=[CH:5][CH:4]=1.[B-].[Na+].CO, predict the reaction product. (6) Given the reactants [C:1]([O:5][C:6]([NH:8][C@H:9]1[CH2:14][C:13](=[CH:15][CH3:16])[CH2:12][N:11]([C:17](OCC2C=CC=CC=2)=O)[CH2:10]1)=[O:7])([CH3:4])([CH3:3])[CH3:2].CCN(C(C)C)C(C)C.ClC1[CH:42]=[CH:41][N:40]=[CH:39][C:38]=1[N+:43]([O-:45])=[O:44], predict the reaction product. The product is: [CH2:15]([C@H:13]1[CH2:12][N:11]([C:17]2[CH:42]=[CH:41][N:40]=[CH:39][C:38]=2[N+:43]([O-:45])=[O:44])[CH2:10][C@@H:9]([NH:8][C:6](=[O:7])[O:5][C:1]([CH3:2])([CH3:3])[CH3:4])[CH2:14]1)[CH3:16].